Predict the reaction yield, written as a fraction of the theoretical maximum amount of product (1.0 means a 100% yield; for example, 0.34 means a 34% yield). From a dataset of Reaction yield outcomes from USPTO patents with 853,638 reactions. The reactants are [N:1]([CH2:4][CH:5]1[CH2:9][C:8]2[CH:10]=[C:11]([O:18][CH3:19])[CH:12]=[C:13]([C:14]([CH3:17])([CH3:16])[CH3:15])[C:7]=2[O:6]1)=[N+]=[N-]. The catalyst is [Pd]. The product is [C:14]([C:13]1[C:7]2[O:6][CH:5]([CH2:4][NH2:1])[CH2:9][C:8]=2[CH:10]=[C:11]([O:18][CH3:19])[CH:12]=1)([CH3:17])([CH3:15])[CH3:16]. The yield is 0.400.